From a dataset of Full USPTO retrosynthesis dataset with 1.9M reactions from patents (1976-2016). Predict the reactants needed to synthesize the given product. (1) Given the product [Cl:14][C:8]1[CH:7]=[C:6]([O:5][CH2:4][CH:3]=[C:2]([Cl:1])[Cl:15])[CH:11]=[C:10]([Cl:12])[C:9]=1[O:13][CH2:17][CH2:18][C:19]1[S:20][CH:21]=[CH:22][CH:23]=1, predict the reactants needed to synthesize it. The reactants are: [Cl:1][C:2]([Cl:15])=[CH:3][CH2:4][O:5][C:6]1[CH:11]=[C:10]([Cl:12])[C:9]([OH:13])=[C:8]([Cl:14])[CH:7]=1.O[CH2:17][CH2:18][C:19]1[S:20][CH:21]=[CH:22][CH:23]=1.C1(P(C2C=CC=CC=2)C2C=CC=CC=2)C=CC=CC=1.N(C(OC(C)C)=O)=NC(OC(C)C)=O. (2) Given the product [NH2:1][C:2]1[C:12]([Cl:13])=[C:11]([CH2:14][N:32]2[CH2:33][CH2:34][C@H:30]([CH2:29][N:21]([CH3:20])[C:22]([O:23][C:24]([CH3:26])([CH3:25])[CH3:27])=[O:28])[CH2:31]2)[C:10]([C:16]([F:19])([F:18])[F:17])=[CH:9][C:3]=1[C:4]([O:6][CH2:7][CH3:8])=[O:5], predict the reactants needed to synthesize it. The reactants are: [NH2:1][C:2]1[C:12]([Cl:13])=[C:11]([CH:14]=O)[C:10]([C:16]([F:19])([F:18])[F:17])=[CH:9][C:3]=1[C:4]([O:6][CH2:7][CH3:8])=[O:5].[CH3:20][N:21]([CH2:29][C@H:30]1[CH2:34][CH2:33][NH:32][CH2:31]1)[C:22](=[O:28])[O:23][C:24]([CH3:27])([CH3:26])[CH3:25]. (3) The reactants are: [Cl:1][C:2]1[C:7]([N+:8]([O-])=O)=[C:6]([NH:11][NH:12][C:13]([O:15][C:16]([CH3:19])([CH3:18])[CH3:17])=[O:14])[C:5]([CH3:20])=[C:4]([CH3:21])[N:3]=1. Given the product [NH2:8][C:7]1[C:2]([Cl:1])=[N:3][C:4]([CH3:21])=[C:5]([CH3:20])[C:6]=1[NH:11][NH:12][C:13]([O:15][C:16]([CH3:17])([CH3:18])[CH3:19])=[O:14], predict the reactants needed to synthesize it.